Dataset: Full USPTO retrosynthesis dataset with 1.9M reactions from patents (1976-2016). Task: Predict the reactants needed to synthesize the given product. (1) Given the product [F:42][C:39]([F:40])([F:41])[C:37]1[CH:36]=[C:17]([CH:16]=[C:15]([C:14]([F:13])([F:43])[F:44])[CH:38]=1)[C:18]([N:20]1[CH2:25][CH2:24][N:23]([CH2:5][C:4]#[C:3][CH2:2][Cl:1])[CH2:22][C@H:21]1[CH2:26][C:27]1[C:35]2[C:30](=[CH:31][CH:32]=[CH:33][CH:34]=2)[NH:29][CH:28]=1)=[O:19], predict the reactants needed to synthesize it. The reactants are: [Cl:1][CH2:2][C:3]#[C:4][CH2:5]Cl.C([O-])([O-])=O.[K+].[K+].[F:13][C:14]([F:44])([F:43])[C:15]1[CH:16]=[C:17]([CH:36]=[C:37]([C:39]([F:42])([F:41])[F:40])[CH:38]=1)[C:18]([N:20]1[CH2:25][CH2:24][NH:23][CH2:22][C@H:21]1[CH2:26][C:27]1[C:35]2[C:30](=[CH:31][CH:32]=[CH:33][CH:34]=2)[NH:29][CH:28]=1)=[O:19]. (2) The reactants are: [CH2:1]([S:8][C:9]1[CH:14]=[CH:13][C:12](/[CH:15]=[CH:16]/[N+:17]([O-:19])=[O:18])=[CH:11][CH:10]=1)[C:2]1[CH:7]=[CH:6][CH:5]=[CH:4][CH:3]=1.CS(C)=O.[BH4-].[Na+].O. Given the product [CH2:1]([S:8][C:9]1[CH:14]=[CH:13][C:12]([CH2:15][CH2:16][N+:17]([O-:19])=[O:18])=[CH:11][CH:10]=1)[C:2]1[CH:7]=[CH:6][CH:5]=[CH:4][CH:3]=1, predict the reactants needed to synthesize it. (3) Given the product [Br:16][C:17]1[CH:22]=[CH:21][C:20]([C@@H:23]([N:25]2[CH2:2][CH2:3][C@:4]([CH2:5][C:6]([CH3:8])=[CH2:7])([C:10]3[CH:15]=[CH:14][CH:13]=[CH:12][CH:11]=3)[O:9][C:26]2=[O:27])[CH3:24])=[CH:19][C:18]=1[CH3:28], predict the reactants needed to synthesize it. The reactants are: Cl[CH2:2][CH2:3][C:4]([C:10]1[CH:15]=[CH:14][CH:13]=[CH:12][CH:11]=1)([OH:9])[CH2:5][C:6]([CH3:8])=[CH2:7].[Br:16][C:17]1[CH:22]=[CH:21][C:20]([C@@H:23]([N:25]=[C:26]=[O:27])[CH3:24])=[CH:19][C:18]=1[CH3:28].BrC1C=CC([C@@H](N2CC[C@](CC(C)=C)(C3C=CC=CC=3)OC2=O)C)=CC=1.